This data is from Full USPTO retrosynthesis dataset with 1.9M reactions from patents (1976-2016). The task is: Predict the reactants needed to synthesize the given product. (1) Given the product [Cl:22][C:23]1[CH:24]=[C:25]2[C:29](=[CH:30][CH:31]=1)[N:28]([C:32]1[N:36]([CH3:37])[N:35]=[C:34]([CH3:38])[C:33]=1[CH2:39][CH2:40][CH:41]=[O:42])[CH:27]=[CH:26]2, predict the reactants needed to synthesize it. The reactants are: [Cr](O[Cr]([O-])(=O)=O)([O-])(=O)=O.[NH+]1C=CC=CC=1.[NH+]1C=CC=CC=1.[Cl:22][C:23]1[CH:24]=[C:25]2[C:29](=[CH:30][CH:31]=1)[N:28]([C:32]1[N:36]([CH3:37])[N:35]=[C:34]([CH3:38])[C:33]=1[CH2:39][CH2:40][CH2:41][OH:42])[CH:27]=[CH:26]2. (2) Given the product [CH2:1]([N:8]1[C:20]2[CH:19]=[C:18]([C:21]([OH:23])=[O:22])[CH:17]=[CH:16][C:15]=2[C:14]2[C:9]1=[CH:10][C:11]([C:27]1[C:28]([CH3:33])=[N:29][O:30][C:31]=1[CH3:32])=[CH:12][C:13]=2[C:25]#[N:26])[C:2]1[CH:3]=[CH:4][CH:5]=[CH:6][CH:7]=1, predict the reactants needed to synthesize it. The reactants are: [CH2:1]([N:8]1[C:20]2[CH:19]=[C:18]([C:21]([O:23]C)=[O:22])[CH:17]=[CH:16][C:15]=2[C:14]2[C:9]1=[CH:10][C:11]([C:27]1[C:28]([CH3:33])=[N:29][O:30][C:31]=1[CH3:32])=[CH:12][C:13]=2[C:25]#[N:26])[C:2]1[CH:7]=[CH:6][CH:5]=[CH:4][CH:3]=1.[OH-].[Na+]. (3) Given the product [NH2:25][C:22]1[CH:21]=[CH:20][C:19]([C:16]2[CH:17]=[CH:18][C:13]([C:11]([N:2]([CH3:1])[C@H:3]([C:7]([O:9][CH3:10])=[O:8])[CH:4]([CH3:6])[CH3:5])=[O:12])=[CH:14][CH:15]=2)=[CH:24][CH:23]=1, predict the reactants needed to synthesize it. The reactants are: [CH3:1][N:2]([C:11]([C:13]1[CH:18]=[CH:17][C:16]([C:19]2[CH:24]=[CH:23][C:22]([N+:25]([O-])=O)=[CH:21][CH:20]=2)=[CH:15][CH:14]=1)=[O:12])[C@H:3]([C:7]([O:9][CH3:10])=[O:8])[CH:4]([CH3:6])[CH3:5].Cl. (4) The reactants are: C[Al](C)C.[NH2:5][C:6]1[CH:11]=[CH:10][CH:9]=[CH:8][CH:7]=1.C([O:14][C:15]([C:17]1[N:21]2[N:22]=[C:23]([Cl:31])[C:24]([CH:26]3[CH2:30][CH2:29][CH2:28][CH2:27]3)=[CH:25][C:20]2=[N:19][CH:18]=1)=O)C. Given the product [C:6]1([NH:5][C:15]([C:17]2[N:21]3[N:22]=[C:23]([Cl:31])[C:24]([CH:26]4[CH2:30][CH2:29][CH2:28][CH2:27]4)=[CH:25][C:20]3=[N:19][CH:18]=2)=[O:14])[CH:11]=[CH:10][CH:9]=[CH:8][CH:7]=1, predict the reactants needed to synthesize it. (5) Given the product [CH3:17][CH2:16][CH2:15][CH2:14][CH2:13][CH2:12][CH:2]1[O:7][C:5](=[O:6])[CH2:4][CH2:3]1, predict the reactants needed to synthesize it. The reactants are: O=[C:2]([CH2:12][CH2:13][CH2:14][CH2:15][CH2:16][CH3:17])[CH2:3][CH2:4][C:5]([O:7]CC(C)C)=[O:6].[BH4-].[Na+].O.C(OCC)(=O)C. (6) Given the product [CH2:1]([O:3][C:4]1[C:5]([O:12][CH3:13])=[C:6]([CH:9]=[CH:10][CH:11]=1)[CH:7]=[O:8])[CH3:2], predict the reactants needed to synthesize it. The reactants are: [CH2:1]([O:3][C:4]1[CH:11]=[CH:10][CH:9]=[C:6]([CH:7]=[O:8])[C:5]=1[OH:12])[CH3:2].[C:13]([O-])([O-])=O.[Cs+].[Cs+].IC.